From a dataset of Catalyst prediction with 721,799 reactions and 888 catalyst types from USPTO. Predict which catalyst facilitates the given reaction. (1) Reactant: [F:1][C:2]([F:34])([F:33])[C:3]1[CH:4]=[C:5]([CH:26]=[C:27]([C:29]([F:32])([F:31])[F:30])[CH:28]=1)[CH2:6][O:7][CH2:8][CH:9]([C:20]1[CH:25]=[CH:24][CH:23]=[CH:22][CH:21]=1)[CH2:10][NH:11][C:12]([CH2:14][CH2:15][NH:16]C(=O)[O-])=[O:13].[ClH:35].O1CCOCC1. Product: [ClH:35].[NH2:16][CH2:15][CH2:14][C:12]([NH:11][CH2:10][CH:9]([C:20]1[CH:21]=[CH:22][CH:23]=[CH:24][CH:25]=1)[CH2:8][O:7][CH2:6][C:5]1[CH:26]=[C:27]([C:29]([F:30])([F:32])[F:31])[CH:28]=[C:3]([C:2]([F:1])([F:33])[F:34])[CH:4]=1)=[O:13]. The catalyst class is: 12. (2) Reactant: [Cl:1][C:2]1[N:7]=[C:6]([C:8](=[O:10])[CH3:9])[C:5]2[C:11]([O:33][CH3:34])=[N:12][N:13]([C:14]([C:27]3[CH:32]=[CH:31][CH:30]=[CH:29][CH:28]=3)([C:21]3[CH:26]=[CH:25][CH:24]=[CH:23][CH:22]=3)[C:15]3[CH:20]=[CH:19][CH:18]=[CH:17][CH:16]=3)[C:4]=2[CH:3]=1.[CH3:35][Mg]Br. Product: [Cl:1][C:2]1[N:7]=[C:6]([C:8]([OH:10])([CH3:35])[CH3:9])[C:5]2[C:11]([O:33][CH3:34])=[N:12][N:13]([C:14]([C:15]3[CH:20]=[CH:19][CH:18]=[CH:17][CH:16]=3)([C:27]3[CH:32]=[CH:31][CH:30]=[CH:29][CH:28]=3)[C:21]3[CH:22]=[CH:23][CH:24]=[CH:25][CH:26]=3)[C:4]=2[CH:3]=1. The catalyst class is: 1. (3) Reactant: [NH2:1][CH2:2][C:3]1[CH:8]=[CH:7][N:6]=[CH:5][CH:4]=1.C(N(CC)C(C)C)(C)C.Cl[C:19]1[S:20][C:21]([CH:25]=[O:26])=[C:22]([Cl:24])[N:23]=1. Product: [Cl:24][C:22]1[N:23]=[C:19]([NH:1][CH2:2][C:3]2[CH:8]=[CH:7][N:6]=[CH:5][CH:4]=2)[S:20][C:21]=1[CH:25]=[O:26]. The catalyst class is: 7. (4) Reactant: [CH2:1]([O:3][C:4](=[O:15])[CH2:5][O:6][C:7]1[CH:12]=[CH:11][C:10]([OH:13])=[CH:9][C:8]=1[CH3:14])[CH3:2].[S:16]1[CH:20]=[CH:19][CH:18]=[C:17]1[CH2:21][CH2:22]O.C(P(CCCC)CCCC)CCC. Product: [CH2:1]([O:3][C:4](=[O:15])[CH2:5][O:6][C:7]1[CH:12]=[CH:11][C:10]([O:13][CH2:22][CH2:21][C:17]2[S:16][CH:20]=[CH:19][CH:18]=2)=[CH:9][C:8]=1[CH3:14])[CH3:2]. The catalyst class is: 7. (5) Reactant: Cl[C:2]1[CH:7]=[CH:6][C:5]([S:8]([CH3:11])(=[O:10])=[O:9])=[CH:4][C:3]=1[N+:12]([O-:14])=[O:13].[CH2:15]([SH:22])[C:16]1[CH:21]=[CH:20][CH:19]=[CH:18][CH:17]=1.C([O-])([O-])=O.[Na+].[Na+].CCO. Product: [CH2:15]([S:22][C:2]1[CH:7]=[CH:6][C:5]([S:8]([CH3:11])(=[O:10])=[O:9])=[CH:4][C:3]=1[N+:12]([O-:14])=[O:13])[C:16]1[CH:21]=[CH:20][CH:19]=[CH:18][CH:17]=1. The catalyst class is: 6.